Dataset: Peptide-MHC class I binding affinity with 185,985 pairs from IEDB/IMGT. Task: Regression. Given a peptide amino acid sequence and an MHC pseudo amino acid sequence, predict their binding affinity value. This is MHC class I binding data. (1) The peptide sequence is RVNPGTYVY. The MHC is HLA-A11:01 with pseudo-sequence HLA-A11:01. The binding affinity (normalized) is 0.394. (2) The peptide sequence is DEAHFTDPAS. The MHC is HLA-A30:01 with pseudo-sequence HLA-A30:01. The binding affinity (normalized) is 0.118. (3) The peptide sequence is IEEIMNIVLI. The MHC is HLA-B18:01 with pseudo-sequence HLA-B18:01. The binding affinity (normalized) is 0.255. (4) The peptide sequence is REPETTVVL. The MHC is HLA-B44:02 with pseudo-sequence HLA-B44:02. The binding affinity (normalized) is 0.0909. (5) The peptide sequence is ETQGVTAEI. The MHC is HLA-A26:01 with pseudo-sequence HLA-A26:01. The binding affinity (normalized) is 0.478.